From a dataset of Forward reaction prediction with 1.9M reactions from USPTO patents (1976-2016). Predict the product of the given reaction. Given the reactants Br[CH2:2][CH2:3][O:4][C:5]1[CH:10]=[CH:9][C:8]([N+:11]([O-:13])=[O:12])=[CH:7][C:6]=1[O:14][CH3:15].[CH3:16][CH:17]1[CH2:22][CH2:21][CH2:20][CH:19]([CH3:23])[NH:18]1, predict the reaction product. The product is: [CH3:15][O:14][C:6]1[CH:7]=[C:8]([N+:11]([O-:13])=[O:12])[CH:9]=[CH:10][C:5]=1[O:4][CH2:3][CH2:2][N:18]1[CH:19]([CH3:23])[CH2:20][CH2:21][CH2:22][CH:17]1[CH3:16].